This data is from Reaction yield outcomes from USPTO patents with 853,638 reactions. The task is: Predict the reaction yield, written as a fraction of the theoretical maximum amount of product (1.0 means a 100% yield; for example, 0.34 means a 34% yield). The reactants are [Cl-].[NH4+:2].[O:3]1[CH:7]=[CH:6][CH:5]=[C:4]1C=O.[C-:10]#[N:11].[Na+].[BrH:13].[CH3:14]C(OC)(C)C. The catalyst is O.C(O)(=O)C. The product is [Br-:13].[C:14]([CH:10]([C:4]1[O:3][CH:7]=[CH:6][CH:5]=1)[NH3+:11])#[N:2]. The yield is 0.540.